This data is from Experimentally validated miRNA-target interactions with 360,000+ pairs, plus equal number of negative samples. The task is: Binary Classification. Given a miRNA mature sequence and a target amino acid sequence, predict their likelihood of interaction. (1) The miRNA is mmu-miR-743b-3p with sequence GAAAGACAUCAUGCUGAAUAGA. The protein sequence of the target gene is MVVGAFPMAKLFYLGIRQVSKPLANRIKDAARRSEFFKTYICLPPAQLYHWVEMRTKMRIMGFRGTTIKPLNEEAAAELGAELLGEATIFIVGGGCLVLEYWRHQTQQRNKEEEQRAAWNALQDEVGRLALALEALQAQAQAMPSLSALEELREELQEVRGQVCNAHCTSKCQAASSKK. Result: 1 (interaction). (2) The miRNA is mmu-miR-466h-5p with sequence UGUGUGCAUGUGCUUGUGUGUA. The protein sequence of the target gene is MASFPETDFQICLLCKEMCGSPAPLSSNSSASSSSSQTSTSSAGGGGPGAAARRLHVLPCLHAFCRPCLEAHRLPAPGGAGPAEALKLRCPVCDQKVVLAEAAGMDALPSSAFLLSNLLDAVVATAEEPPPKNGRAGGGPGGAGGHSNHRHHAHHPAQRAAAPAPQPPPGPAASPGSLLMRRPHGCSSCDEGNAASSRCLDCQEHLCDNCVRAHQRVRLTKDHYIERGPPGPAAASAAQQLGLGPPFAGAPFSILSVFPERLGFCQHHDDEVLHLYCDTCSVPICRECTLGRHGGHSFAY.... Result: 1 (interaction). (3) The miRNA is hsa-miR-6735-5p with sequence CAGGGCAGAGGGCACAGGAAUCUGA. The protein sequence of the target gene is MDHQDKAATVAMASRPQATQLQEPVTFRDVAVDFTQEEWGQLDPTQRTLYRDVMLETFGHLLSVGPDLPKPAVISQLEQGAELWVADRGGTGACHPGWILEPEDHTLLKDQGLPKMEPSPITEKDGFAKAVPCRSMIGIDQESDGQRQALKKDQSNLNDPKEIPLQSQSHKSLGLVEACVLGLNTYLLPDISGREYGCTYDSQVKNSEHNPSLVRQRTDSPATQSFDDNGSQKAFDQIMPITELTKSQVQDKPYKCTDCGKSFNHNAHLTVHKRIHTGERPYMCKECGKAFSQNSSLVQH.... Result: 0 (no interaction).